This data is from Forward reaction prediction with 1.9M reactions from USPTO patents (1976-2016). The task is: Predict the product of the given reaction. (1) Given the reactants [CH3:1][N:2]([CH3:23])[C:3](=O)[CH2:4][C@H:5]([NH:11]C(=O)OCC1C=CC=CC=1)[C:6]1[S:7][CH:8]=[CH:9][CH:10]=1.B, predict the reaction product. The product is: [CH3:23][N:2]([CH3:1])[CH2:3][CH2:4][C@@H:5]([C:6]1[S:7][CH:8]=[CH:9][CH:10]=1)[NH2:11]. (2) Given the reactants [CH3:1][O:2][C:3]1[CH:4]=[C:5]2[C:9](=[CH:10][C:11]=1[O:12][CH3:13])[C:8](=[O:14])[CH:7]([CH2:15][C:16]1([F:29])[CH2:21][CH2:20][N:19](C(OC(C)(C)C)=O)[CH2:18][CH2:17]1)[CH2:6]2.Cl, predict the reaction product. The product is: [F:29][C:16]1([CH2:15][CH:7]2[CH2:6][C:5]3[C:9](=[CH:10][C:11]([O:12][CH3:13])=[C:3]([O:2][CH3:1])[CH:4]=3)[C:8]2=[O:14])[CH2:17][CH2:18][NH:19][CH2:20][CH2:21]1. (3) The product is: [OH:18][CH2:17][C:13]1[CH:12]=[C:11]([C:9]2[N:8]([S:19]([C:22]3[CH:23]=[CH:24][CH:25]=[CH:26][CH:27]=3)(=[O:20])=[O:21])[C:4]3=[N:5][CH:6]=[CH:7][C:2]([C:42]4[C:38]([C:30]5[CH:31]=[CH:32][C:33]([N+:35]([O-:37])=[O:36])=[CH:29][CH:28]=5)=[N:39][N:40]([CH2:52][CH2:53][N:54]([CH3:62])[C:55](=[O:61])[O:56][C:57]([CH3:59])([CH3:58])[CH3:60])[CH:41]=4)=[C:3]3[CH:10]=2)[CH:16]=[CH:15][CH:14]=1. Given the reactants Br[C:2]1[CH:7]=[CH:6][N:5]=[C:4]2[N:8]([S:19]([C:22]3[CH:27]=[CH:26][CH:25]=[CH:24][CH:23]=3)(=[O:21])=[O:20])[C:9]([C:11]3[CH:12]=[C:13]([CH2:17][OH:18])[CH:14]=[CH:15][CH:16]=3)=[CH:10][C:3]=12.[CH:28](=[C:30](/[C:38]1[C:42](B2OC(C)(C)C(C)(C)O2)=[CH:41][N:40]([CH2:52][CH2:53][N:54]([CH3:62])[C:55](=[O:61])[O:56][C:57]([CH3:60])([CH3:59])[CH3:58])[N:39]=1)\[CH:31]=[CH:32]/[C:33]([N+:35]([O-:37])=[O:36])=C)\[CH3:29], predict the reaction product. (4) Given the reactants [N:1]1[CH:6]=[CH:5][C:4]([NH2:7])=[CH:3][N:2]=1.CN(C(ON1N=NC2C=CC=NC1=2)=[N+](C)C)C.F[P-](F)(F)(F)(F)F.C(N(C(C)C)CC)(C)C.[Br:41][C:42]1[CH:43]=[CH:44][C:45]([O:51][CH2:52][C:53]2[CH:58]=[CH:57][C:56]([F:59])=[C:55]([F:60])[CH:54]=2)=[C:46]([CH:50]=1)[C:47](O)=[O:48], predict the reaction product. The product is: [Br:41][C:42]1[CH:43]=[CH:44][C:45]([O:51][CH2:52][C:53]2[CH:58]=[CH:57][C:56]([F:59])=[C:55]([F:60])[CH:54]=2)=[C:46]([CH:50]=1)[C:47]([NH:7][C:4]1[CH:5]=[CH:6][N:1]=[N:2][CH:3]=1)=[O:48]. (5) Given the reactants [CH3:1][C@H:2]([NH:5][C:6](=[O:12])[O:7][C:8]([CH3:11])([CH3:10])[CH3:9])[CH:3]=[O:4].[C-:13]#[N:14].[K+].C(O)(=O)C, predict the reaction product. The product is: [NH2:14][CH2:13][C@H:3]([OH:4])[C@@H:2]([NH:5][C:6](=[O:12])[O:7][C:8]([CH3:11])([CH3:10])[CH3:9])[CH3:1]. (6) Given the reactants CO.[N+:3]([C:6]1[C:15]2[C:10](=[CH:11][CH:12]=[CH:13][CH:14]=2)[CH:9]=[CH:8][C:7]=1[NH:16][C:17]1[CH:18]=[C:19]([CH:22]=[CH:23][CH:24]=1)[C:20]#[N:21])([O-])=O, predict the reaction product. The product is: [NH2:3][C:6]1[C:15]2[C:10](=[CH:11][CH:12]=[CH:13][CH:14]=2)[CH:9]=[CH:8][C:7]=1[NH:16][C:17]1[CH:18]=[C:19]([CH:22]=[CH:23][CH:24]=1)[C:20]#[N:21].